This data is from Forward reaction prediction with 1.9M reactions from USPTO patents (1976-2016). The task is: Predict the product of the given reaction. (1) Given the reactants [F:1][C:2]1[C:18]([C:19]#[C:20][C:21]([C:24]2[CH:28]=[C:27]([CH:29]=O)[O:26][N:25]=2)([OH:23])[CH3:22])=[CH:17][C:5]2[C:6]3[N:7]([CH:11]=[C:12]([C:14]([NH2:16])=[O:15])[N:13]=3)[CH2:8][CH2:9][O:10][C:4]=2[CH:3]=1.Cl.NO.C([N:36](CC)CC)C.CCN(CC)CC.CC(O)=O, predict the reaction product. The product is: [C:29]([C:27]1[O:26][N:25]=[C:24]([C:21]([OH:23])([CH3:22])[C:20]#[C:19][C:18]2[C:2]([F:1])=[CH:3][C:4]3[O:10][CH2:9][CH2:8][N:7]4[CH:11]=[C:12]([C:14]([NH2:16])=[O:15])[N:13]=[C:6]4[C:5]=3[CH:17]=2)[CH:28]=1)#[N:36]. (2) Given the reactants [F:1][C:2]1[CH:3]=[C:4]2[C:8](=[CH:9][CH:10]=1)[NH:7][CH:6]=[C:5]2[CH2:11][CH2:12][CH2:13][NH:14][C@@H:15]1[CH2:24][C:23]2[C:22]([C:25](O)=[O:26])=[CH:21][CH:20]=[C:19]([O:28][CH3:29])[C:18]=2[O:17][CH2:16]1.[C:30]1(=O)[CH2:33][CH2:32][CH2:31]1.CC(O)=O.[BH3-]C#[N:41].[Na+], predict the reaction product. The product is: [CH:30]1([N:14]([CH2:13][CH2:12][CH2:11][C:5]2[C:4]3[C:8](=[CH:9][CH:10]=[C:2]([F:1])[CH:3]=3)[NH:7][CH:6]=2)[C@@H:15]2[CH2:24][C:23]3[C:22]([C:25]([NH2:41])=[O:26])=[CH:21][CH:20]=[C:19]([O:28][CH3:29])[C:18]=3[O:17][CH2:16]2)[CH2:33][CH2:32][CH2:31]1. (3) Given the reactants CC(CC)C(=O)C.C(OC#CC)C.[CH3:14][C:15](=[C:21]([CH3:26])[CH:22]([CH3:25])[CH2:23][CH3:24])[C:16]([O:18][CH2:19][CH3:20])=[O:17].[OH-].[K+].P(=O)(O)(O)O, predict the reaction product. The product is: [CH3:14][C:15](=[C:21]([CH3:26])[CH:22]([CH3:25])[CH2:23][CH3:24])[C:16]([O:18][CH2:19][CH3:20])=[O:17].[CH3:14][C:15](=[C:21]([CH3:26])[CH:22]([CH3:25])[CH2:23][CH3:24])[C:16]([OH:18])=[O:17].